This data is from Forward reaction prediction with 1.9M reactions from USPTO patents (1976-2016). The task is: Predict the product of the given reaction. (1) Given the reactants [F:1][C:2]1[CH:34]=[CH:33][C:5]2[N:6]([C:10]3[C:11]([CH3:32])=[C:12]([CH:29]=[CH:30][CH:31]=3)[CH2:13][NH:14][C:15]3[CH:28]=[CH:27][C:18]4[C@H:19]([CH2:22][C:23]([O:25]C)=[O:24])[CH2:20][O:21][C:17]=4[CH:16]=3)[C:7]([CH3:9])=[N:8][C:4]=2[CH:3]=1.[OH-].[Na+].O, predict the reaction product. The product is: [F:1][C:2]1[CH:34]=[CH:33][C:5]2[N:6]([C:10]3[C:11]([CH3:32])=[C:12]([CH:29]=[CH:30][CH:31]=3)[CH2:13][NH:14][C:15]3[CH:28]=[CH:27][C:18]4[C@H:19]([CH2:22][C:23]([OH:25])=[O:24])[CH2:20][O:21][C:17]=4[CH:16]=3)[C:7]([CH3:9])=[N:8][C:4]=2[CH:3]=1. (2) Given the reactants [Br:1][C:2]1[CH:7]=[C:6](B(O)O)[C:5]([F:11])=[CH:4][N:3]=1.[F:12][C:13]1[CH:18]=[CH:17][C:16]([F:19])=[CH:15][C:14]=1[CH:20]=[CH2:21].C(=O)([O-])[O-].[Na+].[Na+], predict the reaction product. The product is: [Br:1][C:2]1[CH:7]=[C:6](/[CH:21]=[CH:20]/[C:14]2[CH:15]=[C:16]([F:19])[CH:17]=[CH:18][C:13]=2[F:12])[C:5]([F:11])=[CH:4][N:3]=1.